The task is: Regression. Given two drug SMILES strings and cell line genomic features, predict the synergy score measuring deviation from expected non-interaction effect.. This data is from NCI-60 drug combinations with 297,098 pairs across 59 cell lines. (1) Drug 1: CS(=O)(=O)CCNCC1=CC=C(O1)C2=CC3=C(C=C2)N=CN=C3NC4=CC(=C(C=C4)OCC5=CC(=CC=C5)F)Cl. Drug 2: C1CC(CCC1OC2=C(C(=CC=C2)Cl)F)(CC3=NC(=CC=C3)NC4=NC=CS4)C(=O)O. Cell line: UACC62. Synergy scores: CSS=31.4, Synergy_ZIP=1.70, Synergy_Bliss=5.59, Synergy_Loewe=5.67, Synergy_HSA=7.87. (2) Drug 1: CCC1=C2CN3C(=CC4=C(C3=O)COC(=O)C4(CC)O)C2=NC5=C1C=C(C=C5)O. Drug 2: CC1C(C(CC(O1)OC2CC(CC3=C2C(=C4C(=C3O)C(=O)C5=C(C4=O)C(=CC=C5)OC)O)(C(=O)CO)O)N)O.Cl. Cell line: BT-549. Synergy scores: CSS=43.5, Synergy_ZIP=-2.94, Synergy_Bliss=1.14, Synergy_Loewe=-7.35, Synergy_HSA=5.00.